Dataset: NCI-60 drug combinations with 297,098 pairs across 59 cell lines. Task: Regression. Given two drug SMILES strings and cell line genomic features, predict the synergy score measuring deviation from expected non-interaction effect. (1) Drug 1: C1CN1C2=NC(=NC(=N2)N3CC3)N4CC4. Drug 2: C1C(C(OC1N2C=NC(=NC2=O)N)CO)O. Cell line: NCI/ADR-RES. Synergy scores: CSS=51.8, Synergy_ZIP=-3.07, Synergy_Bliss=-3.67, Synergy_Loewe=1.08, Synergy_HSA=2.11. (2) Drug 2: C1=CC(=CC=C1C#N)C(C2=CC=C(C=C2)C#N)N3C=NC=N3. Drug 1: CC(C1=C(C=CC(=C1Cl)F)Cl)OC2=C(N=CC(=C2)C3=CN(N=C3)C4CCNCC4)N. Synergy scores: CSS=14.7, Synergy_ZIP=-3.17, Synergy_Bliss=1.81, Synergy_Loewe=2.34, Synergy_HSA=2.52. Cell line: HOP-92. (3) Drug 1: CC1CCC2CC(C(=CC=CC=CC(CC(C(=O)C(C(C(=CC(C(=O)CC(OC(=O)C3CCCCN3C(=O)C(=O)C1(O2)O)C(C)CC4CCC(C(C4)OC)O)C)C)O)OC)C)C)C)OC. Drug 2: C1C(C(OC1N2C=NC3=C2NC=NCC3O)CO)O. Cell line: LOX IMVI. Synergy scores: CSS=24.5, Synergy_ZIP=-7.63, Synergy_Bliss=-3.27, Synergy_Loewe=-17.7, Synergy_HSA=-3.59. (4) Drug 1: C1CCN(CC1)CCOC2=CC=C(C=C2)C(=O)C3=C(SC4=C3C=CC(=C4)O)C5=CC=C(C=C5)O. Drug 2: CCC1=C2CN3C(=CC4=C(C3=O)COC(=O)C4(CC)O)C2=NC5=C1C=C(C=C5)O. Cell line: SF-268. Synergy scores: CSS=43.4, Synergy_ZIP=4.19, Synergy_Bliss=5.99, Synergy_Loewe=-28.1, Synergy_HSA=3.09. (5) Drug 1: CC12CCC(CC1=CCC3C2CCC4(C3CC=C4C5=CN=CC=C5)C)O. Drug 2: CS(=O)(=O)OCCCCOS(=O)(=O)C. Cell line: MCF7. Synergy scores: CSS=11.4, Synergy_ZIP=-3.06, Synergy_Bliss=1.81, Synergy_Loewe=0.848, Synergy_HSA=1.82. (6) Drug 1: CC(C)(C#N)C1=CC(=CC(=C1)CN2C=NC=N2)C(C)(C)C#N. Drug 2: CC1=C(C(=O)C2=C(C1=O)N3CC4C(C3(C2COC(=O)N)OC)N4)N. Cell line: MDA-MB-435. Synergy scores: CSS=0.361, Synergy_ZIP=-3.35, Synergy_Bliss=-1.76, Synergy_Loewe=-1.87, Synergy_HSA=-1.84. (7) Drug 1: C1=CC(=C2C(=C1NCCNCCO)C(=O)C3=C(C=CC(=C3C2=O)O)O)NCCNCCO. Drug 2: C1=NC2=C(N1)C(=S)N=C(N2)N. Cell line: SF-295. Synergy scores: CSS=52.5, Synergy_ZIP=-4.91, Synergy_Bliss=-5.34, Synergy_Loewe=-1.70, Synergy_HSA=1.61.